Dataset: Forward reaction prediction with 1.9M reactions from USPTO patents (1976-2016). Task: Predict the product of the given reaction. (1) Given the reactants [N+:1]([C:4]1[C:5]([NH2:10])=[N:6][CH:7]=[CH:8][CH:9]=1)([O-:3])=[O:2].CCN(CC)CC.Cl[C:19](Cl)([O:21]C(=O)OC(Cl)(Cl)Cl)Cl.[CH3:30][O:31][C:32]1[CH:33]=[C:34]([C@@:40]23[CH2:48][CH2:47][C@@H:46]([NH2:49])[CH2:45][C@@H:44]2[N:43]([CH3:50])[CH2:42][CH2:41]3)[CH:35]=[CH:36][C:37]=1[O:38][CH3:39], predict the reaction product. The product is: [CH3:30][O:31][C:32]1[CH:33]=[C:34]([C@@:40]23[CH2:48][CH2:47][C@@H:46]([NH:49][C:19]([NH:10][C:5]4[C:4]([N+:1]([O-:3])=[O:2])=[CH:9][CH:8]=[CH:7][N:6]=4)=[O:21])[CH2:45][C@@H:44]2[N:43]([CH3:50])[CH2:42][CH2:41]3)[CH:35]=[CH:36][C:37]=1[O:38][CH3:39]. (2) Given the reactants [CH3:1][C:2]1[CH:7]=[CH:6][N:5]=[C:4]([CH:8]=[CH:9][C:10]2[C:18]3[C:13](=[CH:14][C:15]([NH:19][C:20]4[CH:28]=[CH:27][CH:26]=[CH:25][C:21]=4[C:22](O)=[O:23])=[CH:16][CH:17]=3)[N:12]([CH:29]3[CH2:34][CH2:33][CH2:32][CH2:31][O:30]3)[N:11]=2)[CH:3]=1.C([Si](C)(C)[O:40][CH2:41][C:42]#[C:43][CH2:44][NH2:45])(C)(C)C, predict the reaction product. The product is: [OH:40][CH2:41][C:42]#[C:43][CH2:44][NH:45][C:22](=[O:23])[C:21]1[CH:25]=[CH:26][CH:27]=[CH:28][C:20]=1[NH:19][C:15]1[CH:14]=[C:13]2[C:18]([C:10]([CH:9]=[CH:8][C:4]3[CH:3]=[C:2]([CH3:1])[CH:7]=[CH:6][N:5]=3)=[N:11][N:12]2[CH:29]2[CH2:34][CH2:33][CH2:32][CH2:31][O:30]2)=[CH:17][CH:16]=1. (3) Given the reactants [NH2:1][C:2]1[C:11]2[C:6](=[CH:7][CH:8]=[CH:9][CH:10]=2)[CH:5]=[CH:4][C:3]=1[C:12]([OH:21])([C:17]([F:20])([F:19])[F:18])[C:13]([F:16])([F:15])[F:14].[F:22][C:23]1[CH:24]=[C:25]([CH:29]=[CH:30][CH:31]=1)[C:26](Cl)=[O:27], predict the reaction product. The product is: [F:22][C:23]1[CH:24]=[C:25]([CH:29]=[CH:30][CH:31]=1)[C:26]([NH:1][C:2]1[C:11]2[C:6](=[CH:7][CH:8]=[CH:9][CH:10]=2)[CH:5]=[CH:4][C:3]=1[C:12]([OH:21])([C:13]([F:14])([F:15])[F:16])[C:17]([F:18])([F:19])[F:20])=[O:27]. (4) Given the reactants [CH3:1][C:2]1[CH:30]=[CH:29][C:5]([CH2:6][N:7]2[CH:11]=[C:10]([CH2:12][CH2:13][O:14]S(C3C=CC(C)=CC=3)(=O)=O)[N:9]([CH2:25][CH2:26][CH3:27])[C:8]2=[O:28])=[CH:4][CH:3]=1.[CH2:31]([O:33][C:34](=[O:47])[C:35]([O:45][CH3:46])([CH3:44])[CH2:36][C:37]1[CH:42]=[CH:41][C:40](O)=[CH:39][CH:38]=1)[CH3:32].C([O-])([O-])=O.[K+].[K+], predict the reaction product. The product is: [CH2:31]([O:33][C:34](=[O:47])[C:35]([O:45][CH3:46])([CH3:44])[CH2:36][C:37]1[CH:42]=[CH:41][C:40]([O:14][CH2:13][CH2:12][C:10]2[N:9]([CH2:25][CH2:26][CH3:27])[C:8](=[O:28])[N:7]([CH2:6][C:5]3[CH:4]=[CH:3][C:2]([CH3:1])=[CH:30][CH:29]=3)[CH:11]=2)=[CH:39][CH:38]=1)[CH3:32]. (5) Given the reactants C1C(=O)N([Cl:8])C(=O)C1.[C:9]([O:13][C:14]([N:16]1[CH2:21][CH2:20][N:19]([CH2:22][C:23]2[CH:28]=[C:27]([NH2:29])[C:26]([C:30]([O:32][CH2:33][CH3:34])=[O:31])=[CH:25][C:24]=2[C:35]([F:38])([F:37])[F:36])[CH2:18][CH2:17]1)=[O:15])([CH3:12])([CH3:11])[CH3:10].O, predict the reaction product. The product is: [C:9]([O:13][C:14]([N:16]1[CH2:17][CH2:18][N:19]([CH2:22][C:23]2[C:24]([C:35]([F:37])([F:38])[F:36])=[CH:25][C:26]([C:30]([O:32][CH2:33][CH3:34])=[O:31])=[C:27]([NH2:29])[C:28]=2[Cl:8])[CH2:20][CH2:21]1)=[O:15])([CH3:10])([CH3:11])[CH3:12]. (6) Given the reactants [F:1][C:2]1[CH:7]=[C:6]([CH:8]2[CH2:13][CH2:12][CH:11]([CH2:14][CH2:15][CH2:16][CH2:17][CH3:18])[CH2:10][CH2:9]2)[CH:5]=[CH:4][C:3]=1[C:19]1[CH2:24][CH2:23][CH:22]([CH:25]2[CH2:34][CH2:33][C:28]3([O:32][CH2:31][CH2:30][O:29]3)[CH2:27][CH2:26]2)[CH2:21][CH:20]=1.C(=O)([O-])[O-].[K+].[K+].[H][H], predict the reaction product. The product is: [F:1][C:2]1[CH:7]=[C:6]([CH:8]2[CH2:9][CH2:10][CH:11]([CH2:14][CH2:15][CH2:16][CH2:17][CH3:18])[CH2:12][CH2:13]2)[CH:5]=[CH:4][C:3]=1[CH:19]1[CH2:24][CH2:23][CH:22]([CH:25]2[CH2:34][CH2:33][C:28]3([O:29][CH2:30][CH2:31][O:32]3)[CH2:27][CH2:26]2)[CH2:21][CH2:20]1.